Regression. Given two drug SMILES strings and cell line genomic features, predict the synergy score measuring deviation from expected non-interaction effect. From a dataset of NCI-60 drug combinations with 297,098 pairs across 59 cell lines. (1) Drug 1: C1=CC(=CC=C1CCC2=CNC3=C2C(=O)NC(=N3)N)C(=O)NC(CCC(=O)O)C(=O)O. Drug 2: CCN(CC)CCCC(C)NC1=C2C=C(C=CC2=NC3=C1C=CC(=C3)Cl)OC. Cell line: MDA-MB-231. Synergy scores: CSS=34.6, Synergy_ZIP=-7.34, Synergy_Bliss=-0.610, Synergy_Loewe=1.63, Synergy_HSA=3.64. (2) Drug 1: COC1=C(C=C2C(=C1)N=CN=C2NC3=CC(=C(C=C3)F)Cl)OCCCN4CCOCC4. Drug 2: C1C(C(OC1N2C=NC3=C2NC=NCC3O)CO)O. Cell line: NCI-H322M. Synergy scores: CSS=44.5, Synergy_ZIP=0.277, Synergy_Bliss=0.528, Synergy_Loewe=-11.9, Synergy_HSA=2.48.